Task: Predict the product of the given reaction.. Dataset: Forward reaction prediction with 1.9M reactions from USPTO patents (1976-2016) Given the reactants [F:1][C:2]([F:12])([S:8]([O-:11])(=[O:10])=[O:9])[CH:3]([F:7])[CH2:4][CH2:5][OH:6].C1([S+]([C:26]2[CH:31]=[CH:30][CH:29]=[CH:28][CH:27]=2)C2C=CC=CC=2)C=CC=CC=1.FC(F)(S([O-])(=O)=O)C(F)C[CH2:36][OH:37].[C:44]([C:48]1[CH:53]=[CH:52][C:51]([I+:54][C:55]2[CH:60]=[CH:59][C:58]([C:61]([CH3:64])([CH3:63])[CH3:62])=[CH:57][CH:56]=2)=[CH:50][CH:49]=1)([CH3:47])([CH3:46])[CH3:45], predict the reaction product. The product is: [CH:26]1([C:36]([O:6][CH2:5][CH2:4][CH:3]([F:7])[C:2]([F:1])([F:12])[S:8]([O-:11])(=[O:10])=[O:9])=[O:37])[CH2:27][CH2:28][CH2:29][CH2:30][CH2:31]1.[C:61]([C:58]1[CH:59]=[CH:60][C:55]([I+:54][C:51]2[CH:50]=[CH:49][C:48]([C:44]([CH3:47])([CH3:46])[CH3:45])=[CH:53][CH:52]=2)=[CH:56][CH:57]=1)([CH3:64])([CH3:63])[CH3:62].